This data is from Full USPTO retrosynthesis dataset with 1.9M reactions from patents (1976-2016). The task is: Predict the reactants needed to synthesize the given product. (1) Given the product [CH3:26][N:15]1[C:16]([C:18]#[C:19][C:20]2[CH:21]=[N:22][CH:23]=[CH:24][CH:25]=2)=[CH:17][C:13]([NH2:8])=[N:14]1, predict the reactants needed to synthesize it. The reactants are: Cl.NO.[OH-].[K+].CC1[N:8]([C:13]2[CH:17]=[C:16]([C:18]#[C:19][C:20]3[CH:21]=[N:22][CH:23]=[CH:24][CH:25]=3)[N:15]([CH3:26])[N:14]=2)C(C)=CC=1. (2) Given the product [C:7]([O:11][C:12](=[O:28])[CH2:13][CH2:14][N:15]1[CH2:20][CH2:19][O:18][CH:17]([C:21]2[CH:22]=[CH:23][C:24]([O:27][C:30]3[CH:35]=[CH:34][CH:33]=[CH:32][CH:31]=3)=[CH:25][CH:26]=2)[CH2:16]1)([CH3:10])([CH3:8])[CH3:9], predict the reactants needed to synthesize it. The reactants are: C([O-])([O-])=O.[Cs+].[Cs+].[C:7]([O:11][C:12](=[O:28])[CH2:13][CH2:14][N:15]1[CH2:20][CH2:19][O:18][CH:17]([C:21]2[CH:26]=[CH:25][C:24]([OH:27])=[CH:23][CH:22]=2)[CH2:16]1)([CH3:10])([CH3:9])[CH3:8].Br[C:30]1[CH:35]=[CH:34][CH:33]=[CH:32][CH:31]=1. (3) Given the product [CH2:1]([O:3][C:4]1[C:17]2[C:16]3[NH:15][CH2:14][CH2:13][CH2:12][C:11]=3[C:10](=[O:18])[N:9]([CH2:19][O:20][CH3:21])[C:8]=2[CH:7]=[C:6]([CH2:22][OH:23])[CH:5]=1)[CH3:2], predict the reactants needed to synthesize it. The reactants are: [CH2:1]([O:3][C:4]1[C:17]2[C:16]3[NH:15][CH2:14][CH2:13][CH2:12][C:11]=3[C:10](=[O:18])[N:9]([CH2:19][O:20][CH3:21])[C:8]=2[CH:7]=[C:6]([C:22](OC)=[O:23])[CH:5]=1)[CH3:2].O1CCCC1.[H-].[Al+3].[Li+].[H-].[H-].[H-]. (4) Given the product [C:14]([O:18][C:19]([NH:21][C@@H:22]([CH2:26][S:27][S:28][C:29]([CH3:32])([CH3:31])[CH3:30])[C:23]([O:25][CH2:2][C:3]#[N:4])=[O:24])=[O:20])([CH3:17])([CH3:16])[CH3:15], predict the reactants needed to synthesize it. The reactants are: Br[CH2:2][C:3]#[N:4].C(N(C(C)C)C(C)C)C.[C:14]([O:18][C:19]([NH:21][C@@H:22]([CH2:26][S:27][S:28][C:29]([CH3:32])([CH3:31])[CH3:30])[C:23]([OH:25])=[O:24])=[O:20])([CH3:17])([CH3:16])[CH3:15].[Cl-].[NH4+]. (5) The reactants are: C([N:8]1[CH2:13][CH2:12][C:11](=O)[CH:10]([C:15]2[CH:20]=[CH:19][C:18]([Cl:21])=[C:17]([Cl:22])[CH:16]=2)[CH2:9]1)C1C=CC=CC=1.[NH:23]1[CH2:28][CH2:27][O:26][CH2:25][CH2:24]1.[F:29][C:30]([F:45])([F:44])[C:31]1[CH:32]=[C:33]([CH:37]=[C:38]([C:40]([F:43])([F:42])[F:41])[CH:39]=1)[C:34](Cl)=[O:35]. Given the product [F:29][C:30]([F:45])([F:44])[C:31]1[CH:32]=[C:33]([C:34]([N:8]2[CH2:13][CH2:12][C@H:11]([N:23]3[CH2:28][CH2:27][O:26][CH2:25][CH2:24]3)[C@H:10]([C:15]3[CH:20]=[CH:19][C:18]([Cl:21])=[C:17]([Cl:22])[CH:16]=3)[CH2:9]2)=[O:35])[CH:37]=[C:38]([C:40]([F:43])([F:42])[F:41])[CH:39]=1, predict the reactants needed to synthesize it. (6) Given the product [Cl:1][CH2:2][C:3]1[CH:4]=[CH:5][C:6]([C:7]([NH:18][C:13]2[CH:14]=[CH:15][CH:16]=[CH:17][N:12]=2)=[O:9])=[CH:10][CH:11]=1, predict the reactants needed to synthesize it. The reactants are: [Cl:1][CH2:2][C:3]1[CH:11]=[CH:10][C:6]([C:7]([OH:9])=O)=[CH:5][CH:4]=1.[N:12]1[CH:17]=[CH:16][CH:15]=[CH:14][C:13]=1[NH2:18].ClC1C=CC(Cl)=CC=1OCC1C=C(C=CC=1)C(NC1C=NN(CC2C=CC(F)=CC=2)C=1)=O. (7) Given the product [Cl:1][C:2]1[CH:27]=[CH:26][C:5]([O:6][C:7]2[CH:12]=[CH:11][CH:10]=[CH:9][C:8]=2[NH:13][S:14]([C:17]2[CH:25]=[CH:24][C:20]([C:21]([NH:39][CH2:38][CH2:37][CH2:36][N:30]3[CH2:35][CH2:34][CH2:33][CH2:32][CH2:31]3)=[O:22])=[CH:19][CH:18]=2)(=[O:15])=[O:16])=[C:4]([O:28][CH3:29])[CH:3]=1, predict the reactants needed to synthesize it. The reactants are: [Cl:1][C:2]1[CH:27]=[CH:26][C:5]([O:6][C:7]2[CH:12]=[CH:11][CH:10]=[CH:9][C:8]=2[NH:13][S:14]([C:17]2[CH:25]=[CH:24][C:20]([C:21](O)=[O:22])=[CH:19][CH:18]=2)(=[O:16])=[O:15])=[C:4]([O:28][CH3:29])[CH:3]=1.[N:30]1([CH2:36][CH2:37][CH2:38][NH2:39])[CH2:35][CH2:34][CH2:33][CH2:32][CH2:31]1. (8) Given the product [O:27]=[S:2]1(=[O:1])[CH2:6][CH2:5][CH:4]([N:7]2[C:11]3[N:12]=[C:31]([C:33]4[CH:38]=[CH:37][CH:36]=[CH:35][CH:34]=4)[CH2:30][NH:29][C:13](=[O:15])[C:10]=3[C:9]([CH2:25][CH3:26])=[N:8]2)[CH2:3]1, predict the reactants needed to synthesize it. The reactants are: [O:1]=[S:2]1(=[O:27])[CH2:6][CH2:5][CH:4]([N:7]2[C:11]([NH2:12])=[C:10]([C:13]([O:15]N3C4=NC=CC=C4N=N3)=O)[C:9]([CH2:25][CH3:26])=[N:8]2)[CH2:3]1.Cl.[NH2:29][CH2:30][C:31]([C:33]1[CH:38]=[CH:37][CH:36]=[CH:35][CH:34]=1)=O.CCN(CC)CC. (9) Given the product [Cl:1][C:2]1[CH:3]=[C:4]([CH:5]=[C:6]([Cl:8])[CH:7]=1)[C:9]([C:11]1[NH:12][C:13](=[O:22])[NH:14][C:15](=[O:20])[C:16]=1[CH:17]([CH3:19])[CH3:18])=[O:10], predict the reactants needed to synthesize it. The reactants are: [Cl:1][C:2]1[CH:3]=[C:4]([C:9]([C:11]2[C:16]([CH:17]([CH3:19])[CH3:18])=[C:15]([O:20]C)[N:14]=[C:13]([O:22]C)[N:12]=2)=[O:10])[CH:5]=[C:6]([Cl:8])[CH:7]=1.